The task is: Predict the product of the given reaction.. This data is from Forward reaction prediction with 1.9M reactions from USPTO patents (1976-2016). (1) Given the reactants [CH:1]([Si:4]([CH:36]([CH3:38])[CH3:37])([CH:33]([CH3:35])[CH3:34])[O:5][CH2:6][C@H:7]1[CH2:11][CH2:10][N:9]([C:12]2[N:16]3[CH:17]=[C:18]([O:21][C@H:22]4[C:31]5[C:26](=[CH:27][CH:28]=[CH:29][CH:30]=5)[C@@H:25]([NH2:32])[CH2:24][CH2:23]4)[CH:19]=[CH:20][C:15]3=[N:14][N:13]=2)[CH2:8]1)([CH3:3])[CH3:2].ClC(Cl)(Cl)C[O:42][C:43](=O)[NH:44][C:45]1[N:46]([C:54]2[CH:59]=[CH:58][C:57]([CH3:60])=[CH:56][CH:55]=2)[N:47]=[C:48]([C:50]([CH3:53])([CH3:52])[CH3:51])[CH:49]=1.CCN(C(C)C)C(C)C, predict the reaction product. The product is: [C:50]([C:48]1[CH:49]=[C:45]([NH:44][C:43]([NH:32][C@@H:25]2[C:26]3[C:31](=[CH:30][CH:29]=[CH:28][CH:27]=3)[C@H:22]([O:21][C:18]3[CH:19]=[CH:20][C:15]4[N:16]([C:12]([N:9]5[CH2:8][CH2:7][CH:6]([O:5][Si:4]([CH:1]([CH3:2])[CH3:3])([CH:36]([CH3:38])[CH3:37])[CH:33]([CH3:35])[CH3:34])[C@@H:10]5[CH3:11])=[N:13][N:14]=4)[CH:17]=3)[CH2:23][CH2:24]2)=[O:42])[N:46]([C:54]2[CH:59]=[CH:58][C:57]([CH3:60])=[CH:56][CH:55]=2)[N:47]=1)([CH3:53])([CH3:51])[CH3:52]. (2) Given the reactants [CH3:1][O:2][C:3]1[CH:8]=[C:7]([CH3:9])[C:6]([S:10]([N:13]([CH2:15][C:16]2[O:20][CH:19]=[C:18]([C:21]([OH:23])=O)[CH:17]=2)[CH3:14])(=[O:12])=[O:11])=[C:5]([CH3:24])[CH:4]=1.CCN=C=NCCCN(C)C.C1C=CC2N(O)N=NC=2C=1.[N:46]1([CH2:51][C:52]2[CH:57]=[CH:56][C:55]([CH2:58][CH2:59][NH2:60])=[CH:54][CH:53]=2)[CH2:50][CH2:49][CH2:48][CH2:47]1, predict the reaction product. The product is: [CH3:1][O:2][C:3]1[CH:8]=[C:7]([CH3:9])[C:6]([S:10]([N:13]([CH2:15][C:16]2[O:20][CH:19]=[C:18]([C:21]([NH:60][CH2:59][CH2:58][C:55]3[CH:56]=[CH:57][C:52]([CH2:51][N:46]4[CH2:50][CH2:49][CH2:48][CH2:47]4)=[CH:53][CH:54]=3)=[O:23])[CH:17]=2)[CH3:14])(=[O:11])=[O:12])=[C:5]([CH3:24])[CH:4]=1. (3) Given the reactants [Br:1][C:2]1[CH:3]=[C:4]([C:13]2[N:17]([C:18]3[CH:19]=[N:20][CH:21]=[CH:22][CH:23]=3)[N:16]=[C:15]([C:24]([OH:26])=O)[CH:14]=2)[CH:5]=[C:6]([O:8][C:9]([F:12])([F:11])[F:10])[CH:7]=1.ClC1C=C(C2N(C3C=NC=CC=3)N=C(C([N:48]3[CH2:53][CH2:52][NH:51][C:50](=[O:54])[CH2:49]3)=O)C=2)C=C(F)C=1.O=C1CNCCN1, predict the reaction product. The product is: [Br:1][C:2]1[CH:3]=[C:4]([C:13]2[N:17]([C:18]3[CH:19]=[N:20][CH:21]=[CH:22][CH:23]=3)[N:16]=[C:15]([C:24]([N:48]3[CH2:53][CH2:52][NH:51][C:50](=[O:54])[CH2:49]3)=[O:26])[CH:14]=2)[CH:5]=[C:6]([O:8][C:9]([F:11])([F:10])[F:12])[CH:7]=1. (4) Given the reactants [Br:1][C:2]1[C:3]([F:13])=[C:4]([CH2:8][CH2:9][C:10](O)=[O:11])[CH:5]=[CH:6][CH:7]=1.CN(C)C=O.C(Cl)(=O)C([Cl:22])=O, predict the reaction product. The product is: [Br:1][C:2]1[C:3]([F:13])=[C:4]([CH2:8][CH2:9][C:10]([Cl:22])=[O:11])[CH:5]=[CH:6][CH:7]=1. (5) Given the reactants [N:1]1[N:2]([C:10]2[CH:15]=[C:14]([CH3:16])[CH:13]=[C:12]([CH2:17]Cl)[C:11]=2[OH:19])[N:3]=[C:4]2[CH:9]=[CH:8][CH:7]=[CH:6][C:5]=12.[CH2:20]([CH:22]([CH2:26][CH2:27][CH2:28][CH3:29])[C:23]([OH:25])=[O:24])[CH3:21].C(=O)([O-])[O-].[Na+].[Na+], predict the reaction product. The product is: [N:1]1[N:2]([C:10]2[C:11]([OH:19])=[C:12]([CH:13]=[C:14]([CH3:16])[CH:15]=2)[CH2:17][O:25][C:23](=[O:24])[CH:22]([CH2:20][CH3:21])[CH2:26][CH2:27][CH2:28][CH3:29])[N:3]=[C:4]2[CH:9]=[CH:8][CH:7]=[CH:6][C:5]=12. (6) The product is: [CH3:23][N:24]1[CH2:40][C:38]2[CH:37]=[CH:36][C:35]([O:41][CH3:42])=[C:34]3[C:39]=2[C@:27]2([C@@H:32]([O:33]3)[CH2:31][C:30](=[O:43])[CH:29]=[CH:28]2)[CH2:26][CH2:25]1. Given the reactants CC(C)[O-].[Al+3].CC(C)[O-].CC(C)[O-].C1(=O)CCCCC1.O.Cl.[CH3:23][N:24]1[CH2:40][C:38]2=[C:39]3[C:34](=[C:35]([O:41][CH3:42])[CH:36]=[CH:37]2)[O:33][C@@H:32]2[C@:27]3([CH:28]=[CH:29][C@H:30]([OH:43])[CH2:31]2)[CH2:26][CH2:25]1, predict the reaction product. (7) Given the reactants [CH2:1]([N:3]([CH:27]1[CH2:32][CH2:31][C:30](=O)[CH2:29][CH2:28]1)[C:4]1[C:19]2[CH2:18][CH:17]=[CH:16][CH2:15][CH2:14][C:13]3[CH:20]=[C:21]([CH3:25])[NH:22][C:23](=[O:24])[C:12]=3[CH2:11][NH:10][C:9](=[O:26])[C:8]=2[CH:7]=[CH:6][CH:5]=1)[CH3:2].Cl.[F:35][C:36]1([F:40])[CH2:39][NH:38][CH2:37]1.CC(O)=O.[BH-](OC(C)=O)(OC(C)=O)OC(C)=O.[Na+].N, predict the reaction product. The product is: [F:35][C:36]1([F:40])[CH2:39][N:38]([C@@H:30]2[CH2:31][CH2:32][C@H:27]([N:3]([CH2:1][CH3:2])[C:4]3[C:19]4[CH2:18][CH:17]=[CH:16][CH2:15][CH2:14][C:13]5[CH:20]=[C:21]([CH3:25])[NH:22][C:23](=[O:24])[C:12]=5[CH2:11][NH:10][C:9](=[O:26])[C:8]=4[CH:7]=[CH:6][CH:5]=3)[CH2:28][CH2:29]2)[CH2:37]1.